From a dataset of Catalyst prediction with 721,799 reactions and 888 catalyst types from USPTO. Predict which catalyst facilitates the given reaction. (1) Reactant: [CH2:1]([O:8][C:9]1[CH:14]=[C:13]([O:15][CH2:16][C:17]2[CH:22]=[CH:21][CH:20]=[CH:19][CH:18]=2)[C:12]([Cl:23])=[CH:11][C:10]=1[C:24]1[CH:28]=[CH:27][NH:26][N:25]=1)[C:2]1[CH:7]=[CH:6][CH:5]=[CH:4][CH:3]=1.[I:29]N1C(=O)CCC1=O. Product: [CH2:1]([O:8][C:9]1[CH:14]=[C:13]([O:15][CH2:16][C:17]2[CH:22]=[CH:21][CH:20]=[CH:19][CH:18]=2)[C:12]([Cl:23])=[CH:11][C:10]=1[C:24]1[C:28]([I:29])=[CH:27][NH:26][N:25]=1)[C:2]1[CH:3]=[CH:4][CH:5]=[CH:6][CH:7]=1. The catalyst class is: 2. (2) Reactant: [Cl:1][C:2]1[N:7]=[CH:6][C:5]([NH2:8])=[C:4]([CH:9]([NH:16][CH3:17])[C:10]2[CH:15]=[CH:14][CH:13]=[CH:12][CH:11]=2)[CH:3]=1.[C:18](N1C=CN=C1)(N1C=CN=C1)=O.[OH2:30]. Product: [Cl:1][C:2]1[N:7]=[CH:6][C:5]2[NH:8][C:17](=[O:30])[N:16]([CH3:18])[CH:9]([C:10]3[CH:15]=[CH:14][CH:13]=[CH:12][CH:11]=3)[C:4]=2[CH:3]=1. The catalyst class is: 1. (3) Reactant: [CH:1]1([C:5]([CH3:7])=[O:6])[CH2:4][CH2:3][CH2:2]1.[CH3:8][C:9](C)([O-:11])C.[K+].C(OCC)(=O)C. Product: [CH:1]1([C:5](=[O:6])[CH2:7][C:9](=[O:11])[CH3:8])[CH2:4][CH2:3][CH2:2]1. The catalyst class is: 282. (4) Reactant: CS([O:5][CH:6]1[CH2:11][CH2:10][N:9](C(OC(C)(C)C)=O)[CH2:8][CH2:7]1)(=O)=O.[CH3:19][C:20]1[C:25](O)=[CH:24][CH:23]=[CH:22][N:21]=1.C(=O)([O-])[O-].[K+].[K+].C(O)(C(F)(F)F)=O. Product: [CH3:19][C:20]1[C:25]([O:5][CH:6]2[CH2:7][CH2:8][NH:9][CH2:10][CH2:11]2)=[CH:24][CH:23]=[CH:22][N:21]=1. The catalyst class is: 825.